From a dataset of Catalyst prediction with 721,799 reactions and 888 catalyst types from USPTO. Predict which catalyst facilitates the given reaction. (1) Reactant: C1(P(C2C=CC=CC=2)C2C=CC=CC=2)C=CC=CC=1.N(C(OC(C)C)=O)=NC(OC(C)C)=O.[OH:34][C:35]1[CH:44]=[C:43]2[C:38]([C:39]([O:45][C:46]3[CH:47]=[C:48]4[C:52](=[CH:53][CH:54]=3)[NH:51][C:50]([CH3:55])=[CH:49]4)=[N:40][CH:41]=[N:42]2)=[CH:37][C:36]=1[O:56][CH3:57].[CH3:58][N:59]([CH3:63])[CH2:60][CH2:61]O. Product: [CH3:58][N:59]([CH2:60][CH2:61][O:34][C:35]1[CH:44]=[C:43]2[C:38]([C:39]([O:45][C:46]3[CH:47]=[C:48]4[C:52](=[CH:53][CH:54]=3)[NH:51][C:50]([CH3:55])=[CH:49]4)=[N:40][CH:41]=[N:42]2)=[CH:37][C:36]=1[O:56][CH3:57])[CH3:63]. The catalyst class is: 2. (2) Reactant: [OH:1][C:2]1[NH:3][C:4]2[C:9]([C:10]=1[C:11]1[CH:16]=[CH:15][C:14]([CH2:17][N:18]3[CH2:23][CH2:22][O:21][CH2:20][CH2:19]3)=[CH:13][N:12]=1)=[CH:8][C:7]([C:24](OC)=[O:25])=[CH:6][CH:5]=2.[ClH:28].[NH2:29][CH2:30][CH2:31][S:32]([CH3:35])(=[O:34])=[O:33]. Product: [ClH:28].[OH:1][C:2]1[NH:3][C:4]2[C:9]([C:10]=1[C:11]1[CH:16]=[CH:15][C:14]([CH2:17][N:18]3[CH2:19][CH2:20][O:21][CH2:22][CH2:23]3)=[CH:13][N:12]=1)=[CH:8][C:7]([C:24]([NH:29][CH2:30][CH2:31][S:32]([CH3:35])(=[O:34])=[O:33])=[O:25])=[CH:6][CH:5]=2. The catalyst class is: 662. (3) Reactant: [CH2:1]([C:3]1[C:32]([F:33])=[C:31]([S:34]([CH3:37])(=[O:36])=[O:35])[CH:30]=[CH:29][C:4]=1[C:5]([N:7]1[CH2:13][C:12]2[CH:14]=[C:15]([C:18]3[CH:19]=[CH:20][C:21]4[N:25]=[C:24]([CH:26]=O)[NH:23][C:22]=4[CH:28]=3)[CH:16]=[CH:17][C:11]=2[O:10][CH2:9][CH2:8]1)=[O:6])[CH3:2].[CH:38]1([NH2:41])[CH2:40][CH2:39]1.[BH-](OC(C)=O)(OC(C)=O)OC(C)=O.[Na+]. The catalyst class is: 2. Product: [CH:38]1([NH:41][CH2:26][C:24]2[NH:23][C:22]3[CH:28]=[C:18]([C:15]4[CH:16]=[CH:17][C:11]5[O:10][CH2:9][CH2:8][N:7]([C:5]([C:4]6[CH:29]=[CH:30][C:31]([S:34]([CH3:37])(=[O:35])=[O:36])=[C:32]([F:33])[C:3]=6[CH2:1][CH3:2])=[O:6])[CH2:13][C:12]=5[CH:14]=4)[CH:19]=[CH:20][C:21]=3[N:25]=2)[CH2:40][CH2:39]1. (4) Reactant: [Cl:1][C:2]1[CH:24]=[CH:23][C:5]([CH2:6][N:7]2[C:11]([CH2:12][CH2:13][C:14](OCC)=[O:15])=[CH:10][C:9]([O:19][CH:20]([CH3:22])[CH3:21])=[N:8]2)=[C:4]([O:25][CH:26]([CH3:28])[CH3:27])[CH:3]=1.[H-].C([Al+]CC(C)C)C(C)C.CO.[C@H](O)(C([O-])=O)[C@@H](O)C([O-])=O.[Na+].[K+]. Product: [Cl:1][C:2]1[CH:24]=[CH:23][C:5]([CH2:6][N:7]2[C:11]([CH2:12][CH2:13][CH2:14][OH:15])=[CH:10][C:9]([O:19][CH:20]([CH3:22])[CH3:21])=[N:8]2)=[C:4]([O:25][CH:26]([CH3:28])[CH3:27])[CH:3]=1. The catalyst class is: 207. (5) Reactant: [OH:1][N:2]=[CH:3][C:4]1[CH:14]=[CH:13][C:7]([CH2:8][NH:9][C:10](=[O:12])[CH3:11])=[CH:6][CH:5]=1.ClN1C(=O)CCC1=O.[Cl:23][C:24]1[CH:29]=[C:28]([C:30]([C:32]([F:35])([F:34])[F:33])=[CH2:31])[CH:27]=[C:26]([Cl:36])[CH:25]=1.C(N(CC)CC)C. Product: [Cl:23][C:24]1[CH:29]=[C:28]([C:30]2([C:32]([F:35])([F:33])[F:34])[O:1][N:2]=[C:3]([C:4]3[CH:14]=[CH:13][C:7]([CH2:8][NH:9][C:10](=[O:12])[CH3:11])=[CH:6][CH:5]=3)[CH2:31]2)[CH:27]=[C:26]([Cl:36])[CH:25]=1. The catalyst class is: 288. (6) Reactant: [CH3:1][C:2]1[CH:3]=[CH:4][C:5]2[O:9][C:8](S)=[N:7][C:6]=2[CH:11]=1.O=P(Cl)(Cl)[Cl:14].P(Cl)(Cl)(Cl)(Cl)Cl. Product: [Cl:14][C:8]1[O:9][C:5]2[CH:4]=[CH:3][C:2]([CH3:1])=[CH:11][C:6]=2[N:7]=1. The catalyst class is: 2.